From a dataset of Peptide-MHC class II binding affinity with 134,281 pairs from IEDB. Regression. Given a peptide amino acid sequence and an MHC pseudo amino acid sequence, predict their binding affinity value. This is MHC class II binding data. The peptide sequence is EKKYFAATQFEPLAV. The MHC is HLA-DQA10501-DQB10201 with pseudo-sequence HLA-DQA10501-DQB10201. The binding affinity (normalized) is 0.358.